This data is from Full USPTO retrosynthesis dataset with 1.9M reactions from patents (1976-2016). The task is: Predict the reactants needed to synthesize the given product. (1) Given the product [ClH:1].[Cl:1][C:2]1[CH:3]=[C:4]([N:9]2[CH:13]=[C:12]([CH2:14][N:15]3[CH:23]=[CH:18][N:17]=[C:16]3[NH:20][CH3:19])[N:11]=[CH:10]2)[CH:5]=[CH:6][C:7]=1[Cl:8], predict the reactants needed to synthesize it. The reactants are: [Cl:1][C:2]1[CH:3]=[C:4]([N:9]2[CH:13]=[C:12]([CH2:14][NH:15][C:16]3[NH:17][CH:18]=[CH:19][N:20]=3)[N:11]=[CH:10]2)[CH:5]=[CH:6][C:7]=1[Cl:8].[BH4-].[Na+].[CH3:23]COC(C)=O. (2) Given the product [BrH:1].[C:5]1([C:3]2[N:20]3[CH2:21][CH2:22][N:18]=[C:19]3[S:23][C:2]=2[CH2:15][CH2:16][CH3:17])[C:14]2[C:9](=[CH:10][CH:11]=[CH:12][CH:13]=2)[CH:8]=[CH:7][CH:6]=1, predict the reactants needed to synthesize it. The reactants are: [Br:1][CH:2]([CH2:15][CH2:16][CH3:17])[C:3]([C:5]1[C:14]2[C:9](=[CH:10][CH:11]=[CH:12][CH:13]=2)[CH:8]=[CH:7][CH:6]=1)=O.[NH:18]1[CH2:22][CH2:21][NH:20][C:19]1=[S:23].CC(O)=O.